From a dataset of Full USPTO retrosynthesis dataset with 1.9M reactions from patents (1976-2016). Predict the reactants needed to synthesize the given product. (1) Given the product [Cl:25][C:24]1[C:19]([N:16]2[CH2:15][CH2:14][N:13]([CH2:12][CH2:11][C@H:8]3[CH2:9][CH2:10][C@H:5]([NH:4][C:36](=[O:38])[CH3:37])[CH2:6][CH2:7]3)[CH2:18][CH2:17]2)=[N:20][C:21]([NH:27][CH3:28])=[N:22][C:23]=1[Cl:26], predict the reactants needed to synthesize it. The reactants are: Cl.Cl.Cl.[NH2:4][C@H:5]1[CH2:10][CH2:9][C@H:8]([CH2:11][CH2:12][N:13]2[CH2:18][CH2:17][N:16]([C:19]3[C:24]([Cl:25])=[C:23]([Cl:26])[N:22]=[C:21]([NH:27][CH3:28])[N:20]=3)[CH2:15][CH2:14]2)[CH2:7][CH2:6]1.C(N(CC)CC)C.[C:36](Cl)(=[O:38])[CH3:37]. (2) The reactants are: CN(C)CCOCCN(C)C.C([Mg]Cl)(C)C.[CH3:17][O:18][C:19](=[O:37])[C:20]1[CH:25]=[CH:24][C:23](I)=[C:22]([O:27][CH2:28][CH2:29][C:30]2[CH:31]=[C:32]([CH3:36])[CH:33]=[CH:34][CH:35]=2)[CH:21]=1.[B:38](OC)([O:41]C)[O:39]C.Cl. Given the product [CH3:17][O:18][C:19](=[O:37])[C:20]1[CH:25]=[CH:24][C:23]([B:38]([OH:41])[OH:39])=[C:22]([O:27][CH2:28][CH2:29][C:30]2[CH:31]=[C:32]([CH3:36])[CH:33]=[CH:34][CH:35]=2)[CH:21]=1, predict the reactants needed to synthesize it. (3) Given the product [CH3:26][C:27]1[CH:32]=[C:31]([CH3:33])[CH:30]=[C:29]([CH3:34])[C:28]=1[S:35]([O:1][C:2]1[CH:18]=[CH:17][C:5]2[NH:6][C:7]([NH:9][C:10](=[O:11])[NH:12][CH2:13][CH2:14][O:15][CH3:16])=[N:8][C:4]=2[CH:3]=1)(=[O:36])=[O:37], predict the reactants needed to synthesize it. The reactants are: [OH:1][C:2]1[CH:18]=[CH:17][C:5]2[NH:6][C:7]([NH:9][C:10]([NH:12][CH2:13][CH2:14][O:15][CH3:16])=[O:11])=[N:8][C:4]=2[CH:3]=1.C(N(CC)CC)C.[CH3:26][C:27]1[CH:32]=[C:31]([CH3:33])[CH:30]=[C:29]([CH3:34])[C:28]=1[S:35](Cl)(=[O:37])=[O:36]. (4) The reactants are: C(O)C(N)(CO)CO.Cl.SCCO.C1C(C(N[C@H](C(O)=O)CCC(O)=O)=O)=CC=C(N(C=O)CC2C=CC3NC(N)=NC(=O)C=3C=2)C=1.[CH:48]1[CH:53]=[N+:52]([C@@H:54]2[O:58][C@H:57]([CH2:59][O:60][P:61]([O:64][P:65]([O:68][CH2:69][C@H:70]3[O:74][C@@H:73]([N:75]4[C:79]5[N:80]=[CH:81][N:82]=[C:83]([NH2:84])[C:78]=5[N:77]=[CH:76]4)[C@H:72]([O:85][P:86]([OH:89])([OH:88])=[O:87])[C@@H:71]3[OH:90])([OH:67])=[O:66])([OH:63])=[O:62])[C@@H:56]([OH:91])[C@H:55]2[OH:92])[CH:51]=[C:50]([C:93]([NH2:95])=[O:94])[CH:49]=1.C(=O)CC.[O-]P(OP([O-])([O-])=O)(=O)[O-].[Na+].[Na+].[Na+].[Na+]. Given the product [CH:81]1[N:82]=[C:83]([NH2:84])[C:78]2[N:77]=[CH:76][N:75]([C@@H:73]3[O:74][C@H:70]([CH2:69][O:68][P:65]([O:64][P:61]([O:60][CH2:59][C@H:57]4[O:58][C@@H:54]([N:52]5[CH:51]=[C:50]([C:93]([NH2:95])=[O:94])[CH2:49][CH:48]=[CH:53]5)[C@H:55]([OH:92])[C@@H:56]4[OH:91])([OH:63])=[O:62])([OH:67])=[O:66])[C@@H:71]([OH:90])[C@H:72]3[O:85][P:86]([OH:89])([OH:88])=[O:87])[C:79]=2[N:80]=1, predict the reactants needed to synthesize it. (5) Given the product [NH2:5][C:6]1[C:14]([S:15]([CH2:18][CH3:19])(=[O:17])=[O:16])=[CH:13][C:9]([C:10]([OH:12])=[O:11])=[C:8]([OH:20])[CH:7]=1, predict the reactants needed to synthesize it. The reactants are: B(Br)(Br)Br.[NH2:5][C:6]1[C:14]([S:15]([CH2:18][CH3:19])(=[O:17])=[O:16])=[CH:13][C:9]([C:10]([OH:12])=[O:11])=[C:8]([O:20]C)[CH:7]=1. (6) Given the product [OH:15][CH2:14][C:7]1([CH3:17])[CH2:6][CH2:5][C:4]2[C:9](=[C:10]([CH3:13])[C:11]([CH3:12])=[C:2]([OH:1])[C:3]=2[CH3:18])[O:8]1, predict the reactants needed to synthesize it. The reactants are: [OH:1][C:2]1[C:3]([CH3:18])=[C:4]2[C:9](=[C:10]([CH3:13])[C:11]=1[CH3:12])[O:8][C:7]([CH3:17])([C:14](O)=[O:15])[CH2:6][CH2:5]2.[H-].[H-].[H-].[H-].[Li+].[Al+3].